From a dataset of Forward reaction prediction with 1.9M reactions from USPTO patents (1976-2016). Predict the product of the given reaction. (1) The product is: [CH3:1][O:2][C:3]([CH:5]1[CH2:10][CH2:9][CH:8]([C:11]2[CH:16]=[C:15]([Cl:32])[N:14]3[N:18]=[CH:19][CH:20]=[C:13]3[N:12]=2)[CH2:7][CH2:6]1)=[O:4]. Given the reactants [CH3:1][O:2][C:3]([CH:5]1[CH2:10][CH2:9][CH:8]([C:11]2[CH:16]=[C:15](O)[N:14]3[N:18]=[CH:19][CH:20]=[C:13]3[N:12]=2)[CH2:7][CH2:6]1)=[O:4].CN(C)C1C=CC=CC=1.O=P(Cl)(Cl)[Cl:32], predict the reaction product. (2) Given the reactants [C:1]([OH:4])(=[O:3])[CH3:2].[Cl:5][C:6]1[CH:11]=[C:10]([Cl:12])[C:9]([F:13])=[CH:8][C:7]=1[C:14]1[O:15][C:16]2[C:21]([C:22](=[O:24])[CH:23]=1)=[C:20]([OH:25])[CH:19]=[C:18]([OH:26])[C:17]=2[C@@H:27]1[CH2:31][CH2:30][N:29]([CH3:32])[C@H:28]1[CH2:33][OH:34], predict the reaction product. The product is: [C:1]([OH:4])(=[O:3])[CH3:2].[Cl:5][C:6]1[CH:11]=[C:10]([Cl:12])[C:9]([F:13])=[CH:8][C:7]=1[C:14]1[O:15][C:16]2[C:21]([C:22](=[O:24])[CH:23]=1)=[C:20]([OH:25])[CH:19]=[C:18]([OH:26])[C:17]=2[C@@H:27]1[CH2:31][CH2:30][N:29]([CH3:32])[C@H:28]1[CH2:33][OH:34]. (3) Given the reactants [O:1]=[CH:2][C@@H:3]([C@@H:5]([C@@H:7]([CH2:9][OH:10])[OH:8])[OH:6])[OH:4].S(=O)(=O)(O)O.[C:16](=O)([O-])[O-].[Na+].[Na+], predict the reaction product. The product is: [O:1]([CH3:16])[C@@H:2]1[O:8][C@H:7]([CH2:9][OH:10])[C@@H:5]([OH:6])[C@H:3]1[OH:4]. (4) Given the reactants [H-].[Na+].C(OP([CH2:11][C:12]([O:14][CH2:15][CH3:16])=[O:13])(OCC)=O)C.[Br:17][C:18]1[CH:19]=[CH:20][C:21]([N:26]([CH3:34])[CH2:27][C:28]2[CH:29]=[N:30][N:31]([CH3:33])[CH:32]=2)=[C:22]([CH:25]=1)[CH:23]=O, predict the reaction product. The product is: [Br:17][C:18]1[CH:19]=[CH:20][C:21]([N:26]([CH3:34])[CH2:27][C:28]2[CH:29]=[N:30][N:31]([CH3:33])[CH:32]=2)=[C:22](/[CH:23]=[CH:11]/[C:12]([O:14][CH2:15][CH3:16])=[O:13])[CH:25]=1. (5) Given the reactants [C:1]([O:6][CH2:7][CH:8]1O[CH2:9]1)(=[O:5])[C:2]([CH3:4])=C.[CH3:11]OC1C=CC(O)=CC=1, predict the reaction product. The product is: [C:1]([O:6][CH2:7][CH2:8][CH2:9][CH3:11])(=[O:5])[CH:2]=[CH2:4]. (6) Given the reactants C[O:2][C:3]1[CH:8]=[C:7]([S:9]([C:12]2[CH:17]=[CH:16][CH:15]=[C:14]([O:18][C:19]([F:22])([F:21])[F:20])[CH:13]=2)(=[O:11])=[O:10])[CH:6]=[C:5]([N+:23]([O-:25])=[O:24])[CH:4]=1.B(Br)(Br)Br, predict the reaction product. The product is: [N+:23]([C:5]1[CH:4]=[C:3]([OH:2])[CH:8]=[C:7]([S:9]([C:12]2[CH:17]=[CH:16][CH:15]=[C:14]([O:18][C:19]([F:22])([F:20])[F:21])[CH:13]=2)(=[O:10])=[O:11])[CH:6]=1)([O-:25])=[O:24].